From a dataset of Catalyst prediction with 721,799 reactions and 888 catalyst types from USPTO. Predict which catalyst facilitates the given reaction. (1) Reactant: [Cl:1][CH2:2][C:3](O)=O.[C:6]1([NH2:13])[C:7]([NH2:12])=[CH:8][CH:9]=[CH:10][CH:11]=1.N. Product: [Cl:1][CH2:2][C:3]1[NH:12][C:7]2[CH:8]=[CH:9][CH:10]=[CH:11][C:6]=2[N:13]=1. The catalyst class is: 33. (2) The catalyst class is: 4. Reactant: C([O:4][C:5]1[C:6]([C:20](=[O:29])[C:21]2[CH:26]=[CH:25][C:24]([O:27][CH3:28])=[CH:23][CH:22]=2)=[C:7]([CH2:15][C:16]([O:18][CH3:19])=[O:17])[CH:8]=[C:9]([O:11][CH2:12][CH:13]=[CH2:14])[CH:10]=1)C=C.B(Br)(Br)Br.CCCCCC.CO. Product: [CH2:12]([O:11][C:9]1[CH:10]=[C:5]([OH:4])[C:6]([C:20](=[O:29])[C:21]2[CH:22]=[CH:23][C:24]([O:27][CH3:28])=[CH:25][CH:26]=2)=[C:7]([CH2:15][C:16]([O:18][CH3:19])=[O:17])[CH:8]=1)[CH:13]=[CH2:14]. (3) Reactant: Cl[CH2:2][C:3]1[N:4]=[C:5]([CH:8]2[CH2:13][CH2:12][CH:11]([O:14][C:15]3[N:20]=[CH:19][C:18]([CH2:21][CH3:22])=[CH:17][N:16]=3)[CH2:10][CH2:9]2)[S:6][CH:7]=1.[CH3:23][S:24]([C:27]1[CH:32]=[CH:31][C:30]([OH:33])=[CH:29][CH:28]=1)(=[O:26])=[O:25].C(=O)([O-])[O-].[K+].[K+].[I-].[K+]. Product: [CH2:21]([C:18]1[CH:17]=[N:16][C:15]([O:14][CH:11]2[CH2:12][CH2:13][CH:8]([C:5]3[S:6][CH:7]=[C:3]([CH2:2][O:33][C:30]4[CH:29]=[CH:28][C:27]([S:24]([CH3:23])(=[O:26])=[O:25])=[CH:32][CH:31]=4)[N:4]=3)[CH2:9][CH2:10]2)=[N:20][CH:19]=1)[CH3:22]. The catalyst class is: 18. (4) Reactant: N1C(Cl)=NC(Cl)=NC=1Cl.O.N[C:12]1[C:25]2[C:24](=[O:26])[C:23]3[C:18](=[CH:19][CH:20]=[CH:21][CH:22]=3)[C:17](=[O:27])[C:16]=2[C:15](NC2C=CC(N)=CC=2)=[CH:14][CH:13]=1. Product: [CH:19]1[C:18]2[C:17](=[O:27])[C:16]3[C:25](=[CH:12][CH:13]=[CH:14][CH:15]=3)[C:24](=[O:26])[C:23]=2[CH:22]=[CH:21][CH:20]=1. The catalyst class is: 21. (5) Reactant: [H-].[Na+].[C:3]([O:7][C:8]([N:10]1[CH2:16][CH2:15][CH2:14][N:13]([C:17]2[NH:25][C:24]3[C:23](=[O:26])[N:22]([CH3:27])[C:21](=[O:28])[N:20]([CH3:29])[C:19]=3[C:18]=2[C:30](=[O:34])[N:31]([CH3:33])[CH3:32])[CH2:12][CH2:11]1)=[O:9])([CH3:6])([CH3:5])[CH3:4].Br[CH2:36][C:37]#[C:38][CH3:39]. Product: [C:3]([O:7][C:8]([N:10]1[CH2:16][CH2:15][CH2:14][N:13]([C:17]2[N:25]([CH2:36][C:37]#[C:38][CH3:39])[C:24]3[C:23](=[O:26])[N:22]([CH3:27])[C:21](=[O:28])[N:20]([CH3:29])[C:19]=3[C:18]=2[C:30](=[O:34])[N:31]([CH3:32])[CH3:33])[CH2:12][CH2:11]1)=[O:9])([CH3:6])([CH3:5])[CH3:4]. The catalyst class is: 9.